This data is from Full USPTO retrosynthesis dataset with 1.9M reactions from patents (1976-2016). The task is: Predict the reactants needed to synthesize the given product. (1) Given the product [OH:29][CH:28]([C:30]1[CH:35]=[CH:34][CH:33]=[CH:32][CH:31]=1)[CH2:27][NH:26][CH:22]1[CH2:23][CH2:24][N:19]([C:16]2[CH:17]=[CH:18][C:13]([NH:12][S:9]([C:6]3[CH:5]=[CH:4][C:3]([O:2][CH3:1])=[CH:8][CH:7]=3)(=[O:10])=[O:11])=[CH:14][CH:15]=2)[CH2:20][CH2:21]1, predict the reactants needed to synthesize it. The reactants are: [CH3:1][O:2][C:3]1[CH:8]=[CH:7][C:6]([S:9]([NH:12][C:13]2[CH:18]=[CH:17][C:16]([N:19]3[CH2:24][CH2:23][C:22](=O)[CH2:21][CH2:20]3)=[CH:15][CH:14]=2)(=[O:11])=[O:10])=[CH:5][CH:4]=1.[NH2:26][CH2:27][CH:28]([C:30]1[CH:35]=[CH:34][CH:33]=[CH:32][CH:31]=1)[OH:29]. (2) Given the product [Cl:1][C:2]1[C:3]([N:12]([CH2:27][C:28]2[CH:29]=[CH:30][C:31]([C:34]([CH3:40])([CH3:39])[C:35]([F:36])([F:37])[F:38])=[CH:32][CH:33]=2)[S:13]([C:16]2[CH:25]=[CH:24][C:19]([C:20]([O:22][CH3:23])=[O:21])=[CH:18][CH:17]=2)(=[O:15])=[O:14])=[N:4][CH:5]=[C:6]([C:8]([F:11])([F:9])[F:10])[CH:7]=1, predict the reactants needed to synthesize it. The reactants are: [Cl:1][C:2]1[C:3]([NH:12][S:13]([C:16]2[CH:25]=[CH:24][C:19]([C:20]([O:22][CH3:23])=[O:21])=[CH:18][CH:17]=2)(=[O:15])=[O:14])=[N:4][CH:5]=[C:6]([C:8]([F:11])([F:10])[F:9])[CH:7]=1.Cl[CH2:27][C:28]1[CH:33]=[CH:32][C:31]([C:34]([CH3:40])([CH3:39])[C:35]([F:38])([F:37])[F:36])=[CH:30][CH:29]=1. (3) Given the product [C:1]1([CH:7]([C:13]2[CH:18]=[CH:17][CH:16]=[CH:15][CH:14]=2)[S:8][CH2:9][C:10]([Cl:21])=[O:11])[CH:6]=[CH:5][CH:4]=[CH:3][CH:2]=1, predict the reactants needed to synthesize it. The reactants are: [C:1]1([CH:7]([C:13]2[CH:18]=[CH:17][CH:16]=[CH:15][CH:14]=2)[S:8][CH2:9][C:10](O)=[O:11])[CH:6]=[CH:5][CH:4]=[CH:3][CH:2]=1.S(Cl)([Cl:21])=O.